From a dataset of Full USPTO retrosynthesis dataset with 1.9M reactions from patents (1976-2016). Predict the reactants needed to synthesize the given product. (1) Given the product [C:41]([C:43]1([NH:49][C:7]([C:3]2[S:4][CH:5]=[CH:6][C:2]=2[OH:1])=[O:9])[CH2:48][CH2:47][CH2:46][CH2:45][CH2:44]1)#[CH:42], predict the reactants needed to synthesize it. The reactants are: [OH:1][C:2]1[CH:6]=[CH:5][S:4][C:3]=1[C:7]([OH:9])=O.CN(C(ON1N=NC2C=CC=NC1=2)=[N+](C)C)C.F[P-](F)(F)(F)(F)F.C(N(CC)CC)C.[C:41]([C:43]1([NH2:49])[CH2:48][CH2:47][CH2:46][CH2:45][CH2:44]1)#[CH:42]. (2) Given the product [C:1]([O:5][C:6]([N:8]([C:25]1[C:30]([CH3:31])=[CH:29][N:28]=[C:27]([C:42]2[CH:43]=[CH:44][CH:45]=[C:40]([O:39][CH2:38][C:37]([NH:36][CH:33]3[CH2:35][CH2:34]3)=[O:55])[CH:41]=2)[N:26]=1)[C:9]1[CH:10]=[C:11]2[C:15](=[CH:16][CH:17]=1)[N:14]([C:18]([O:20][C:21]([CH3:24])([CH3:23])[CH3:22])=[O:19])[N:13]=[CH:12]2)=[O:7])([CH3:4])([CH3:3])[CH3:2], predict the reactants needed to synthesize it. The reactants are: [C:1]([O:5][C:6]([N:8]([C:25]1[C:30]([CH3:31])=[CH:29][N:28]=[C:27](Cl)[N:26]=1)[C:9]1[CH:10]=[C:11]2[C:15](=[CH:16][CH:17]=1)[N:14]([C:18]([O:20][C:21]([CH3:24])([CH3:23])[CH3:22])=[O:19])[N:13]=[CH:12]2)=[O:7])([CH3:4])([CH3:3])[CH3:2].[CH:33]1([NH:36][C:37](=[O:55])[CH2:38][O:39][C:40]2[CH:45]=[CH:44][CH:43]=[C:42](B3OC(C)(C)C(C)(C)O3)[CH:41]=2)[CH2:35][CH2:34]1.[F-].[Cs+]. (3) Given the product [CH2:22]([N:11]1[C:12]2[CH:13]=[CH:14][C:6]([C:2]#[N:3])=[CH:7][C:8]=2[C:9]2[N:18]=[CH:17][CH:16]=[CH:15][C:10]1=2)[CH2:23][CH3:24], predict the reactants needed to synthesize it. The reactants are: O1C=N[N:3]=[C:2]1[C:6]1[CH:14]=[CH:13][C:12]2[NH:11][C:10]3[CH:15]=[CH:16][CH:17]=[N:18][C:9]=3[C:8]=2[CH:7]=1.[H-].[Na+].Br[CH2:22][CH2:23][CH3:24]. (4) The reactants are: [NH2:1][C:2]1[N:6]([C:7]2[CH:12]=[CH:11][CH:10]=[CH:9][CH:8]=2)[N:5]=[C:4]([S:13][CH3:14])[C:3]=1[C:15]([O:17]CC)=[O:16].[OH-].[Li+]. Given the product [NH2:1][C:2]1[N:6]([C:7]2[CH:12]=[CH:11][CH:10]=[CH:9][CH:8]=2)[N:5]=[C:4]([S:13][CH3:14])[C:3]=1[C:15]([OH:17])=[O:16], predict the reactants needed to synthesize it. (5) Given the product [CH3:18][C:16]1[NH:15][N:14]=[C:13]([NH:12][C:4]2[N:3]=[C:2]([C:24]3[CH:25]=[CH:26][C:21]([C:20]([F:31])([F:30])[F:19])=[CH:22][CH:23]=3)[C:11]3[C:6]([CH:5]=2)=[CH:7][CH:8]=[CH:9][CH:10]=3)[CH:17]=1, predict the reactants needed to synthesize it. The reactants are: Cl[C:2]1[C:11]2[C:6](=[CH:7][CH:8]=[CH:9][CH:10]=2)[CH:5]=[C:4]([NH:12][C:13]2[CH:17]=[C:16]([CH3:18])[NH:15][N:14]=2)[N:3]=1.[F:19][C:20]([F:31])([F:30])[C:21]1[CH:26]=[CH:25][C:24](B(O)O)=[CH:23][CH:22]=1. (6) Given the product [C:1]([C:5]1[CH:6]=[C:7]2[C:12](=[C:13]([F:15])[CH:14]=1)[C:11](=[O:16])[N:10]([C:17]1[CH:18]=[C:19]([N:23]3[CH:27]=[C:26]([C:28]([NH2:29])=[O:48])[C:25]([NH:30][C:31]4[CH:36]=[CH:35][C:34]([C:37]([N:39]5[CH2:44][CH2:43][O:42][CH2:41][CH2:40]5)=[O:38])=[CH:33][CH:32]=4)=[N:24]3)[CH:20]=[CH:21][CH:22]=1)[N:9]=[CH:8]2)([CH3:4])([CH3:2])[CH3:3], predict the reactants needed to synthesize it. The reactants are: [C:1]([C:5]1[CH:6]=[C:7]2[C:12](=[C:13]([F:15])[CH:14]=1)[C:11](=[O:16])[N:10]([C:17]1[CH:18]=[C:19]([N:23]3[CH:27]=[C:26]([C:28]#[N:29])[C:25]([NH:30][C:31]4[CH:36]=[CH:35][C:34]([C:37]([N:39]5[CH2:44][CH2:43][O:42][CH2:41][CH2:40]5)=[O:38])=[CH:33][CH:32]=4)=[N:24]3)[CH:20]=[CH:21][CH:22]=1)[N:9]=[CH:8]2)([CH3:4])([CH3:3])[CH3:2].C1C[O:48]CC1. (7) Given the product [Cl:1][C:2]1[C:6]([CH2:7][OH:8])=[C:5]([C:10]2[CH:15]=[CH:14][CH:13]=[CH:12][C:11]=2[CH3:16])[S:4][N:3]=1, predict the reactants needed to synthesize it. The reactants are: [Cl:1][C:2]1[C:6]([C:7](O)=[O:8])=[C:5]([C:10]2[CH:15]=[CH:14][CH:13]=[CH:12][C:11]=2[CH3:16])[S:4][N:3]=1.